This data is from Forward reaction prediction with 1.9M reactions from USPTO patents (1976-2016). The task is: Predict the product of the given reaction. Given the reactants [N+:1]([C:4]1[CH:9]=[CH:8][C:7](/[CH:10]=[CH:11]/[C:12]2[N:13]=[C:14]([NH:17][C:18](=[O:20])[CH3:19])[S:15][CH:16]=2)=[CH:6][CH:5]=1)([O-])=O, predict the reaction product. The product is: [NH2:1][C:4]1[CH:9]=[CH:8][C:7](/[CH:10]=[CH:11]/[C:12]2[N:13]=[C:14]([NH:17][C:18](=[O:20])[CH3:19])[S:15][CH:16]=2)=[CH:6][CH:5]=1.